From a dataset of Reaction yield outcomes from USPTO patents with 853,638 reactions. Predict the reaction yield, written as a fraction of the theoretical maximum amount of product (1.0 means a 100% yield; for example, 0.34 means a 34% yield). (1) The reactants are [Br:1][C:2]1[CH:10]=[C:9]([F:11])[CH:8]=[CH:7][C:3]=1[C:4]([OH:6])=[O:5].S(=O)(=O)(O)O.[CH3:17]O. No catalyst specified. The product is [Br:1][C:2]1[CH:10]=[C:9]([F:11])[CH:8]=[CH:7][C:3]=1[C:4]([O:6][CH3:17])=[O:5]. The yield is 0.950. (2) The reactants are [CH3:1][O:2][C:3]1[CH:19]=[CH:18][C:6]([CH2:7][N:8]2[CH:12]=[C:11]([C:13]([O:15]CC)=[O:14])[CH:10]=[N:9]2)=[CH:5][CH:4]=1.[OH-].[Na+].Cl. The catalyst is CO. The product is [CH3:1][O:2][C:3]1[CH:4]=[CH:5][C:6]([CH2:7][N:8]2[CH:12]=[C:11]([C:13]([OH:15])=[O:14])[CH:10]=[N:9]2)=[CH:18][CH:19]=1. The yield is 0.990. (3) The reactants are [N:1]1[C:6]([NH2:7])=[CH:5][CH:4]=[CH:3][C:2]=1[C:8]1[CH:9]=[N:10][CH:11]=[CH:12][CH:13]=1.[CH:14]([C:16]1[CH:25]=[CH:24][C:19]([C:20]([O:22][CH3:23])=[O:21])=[CH:18][CH:17]=1)=O.C1([SiH3])C=CC=CC=1. The catalyst is C1COCC1.C([Sn](Cl)(Cl)CCCC)CCC. The product is [N:1]1[C:6]([NH:7][CH2:14][C:16]2[CH:25]=[CH:24][C:19]([C:20]([O:22][CH3:23])=[O:21])=[CH:18][CH:17]=2)=[CH:5][CH:4]=[CH:3][C:2]=1[C:8]1[CH:9]=[N:10][CH:11]=[CH:12][CH:13]=1. The yield is 0.980.